From a dataset of Reaction yield outcomes from USPTO patents with 853,638 reactions. Predict the reaction yield, written as a fraction of the theoretical maximum amount of product (1.0 means a 100% yield; for example, 0.34 means a 34% yield). (1) The reactants are [H-].[Na+].Cl[CH2:4][C:5]([NH:7][CH:8]([C:11]1[CH:16]=[CH:15][C:14]([F:17])=[C:13]([F:18])[CH:12]=1)[CH2:9][OH:10])=[O:6]. The catalyst is C1COCC1. The product is [F:18][C:13]1[CH:12]=[C:11]([CH:8]2[NH:7][C:5](=[O:6])[CH2:4][O:10][CH2:9]2)[CH:16]=[CH:15][C:14]=1[F:17]. The yield is 0.380. (2) The reactants are I[C:2]1[CH:7]=[CH:6][C:5]([C:8]2([C:21]3[CH:26]=[CH:25][C:24]([I:27])=[CH:23][CH:22]=3)[C:20]3[CH:19]=[CH:18][CH:17]=[CH:16][C:15]=3[C:14]3[C:9]2=[CH:10][CH:11]=[CH:12][CH:13]=3)=[CH:4][CH:3]=1.[CH:28]1[C:40]2[NH:39][C:38]3[C:33](=[CH:34][CH:35]=[CH:36][CH:37]=3)[C:32]=2[CH:31]=[CH:30][CH:29]=1.C(=O)([O-])[O-].[K+].[K+].CS(C)=O. The catalyst is [Cu].C1(C)C=CC=CC=1.ClC1C=CC=CC=1Cl. The product is [CH:37]1[C:38]2[N:39]([C:2]3[CH:3]=[CH:4][C:5]([C:8]4([C:21]5[CH:26]=[CH:25][C:24]([I:27])=[CH:23][CH:22]=5)[C:20]5[CH:19]=[CH:18][CH:17]=[CH:16][C:15]=5[C:14]5[C:9]4=[CH:10][CH:11]=[CH:12][CH:13]=5)=[CH:6][CH:7]=3)[C:40]3[C:32](=[CH:31][CH:30]=[CH:29][CH:28]=3)[C:33]=2[CH:34]=[CH:35][CH:36]=1. The yield is 0.420. (3) The reactants are [BH4-].[Na+].[C:3]([O:6][CH2:7][CH2:8][N:9]([CH2:26][CH2:27][CH2:28][CH2:29][N:30]([CH2:34][CH2:35][CH3:36])[CH2:31][CH2:32][CH3:33])[CH2:10][C:11]1[CH:16]=[CH:15][C:14]([CH2:17][N:18]=[CH:19][C:20]2[N:21]([CH3:25])[CH:22]=[CH:23][N:24]=2)=[CH:13][CH:12]=1)(=[O:5])[CH3:4].Cl.[OH-].[Na+]. The catalyst is C(O)C.C1(C)C=CC=CC=1. The product is [C:3]([O:6][CH2:7][CH2:8][N:9]([CH2:26][CH2:27][CH2:28][CH2:29][N:30]([CH2:31][CH2:32][CH3:33])[CH2:34][CH2:35][CH3:36])[CH2:10][C:11]1[CH:12]=[CH:13][C:14]([CH2:17][NH:18][CH2:19][C:20]2[N:21]([CH3:25])[CH:22]=[CH:23][N:24]=2)=[CH:15][CH:16]=1)(=[O:5])[CH3:4]. The yield is 0.580. (4) The reactants are Cl[CH2:2][C:3]1[O:7][N:6]=[C:5]([C:8]2[CH:13]=[CH:12][CH:11]=[CH:10][N:9]=2)[N:4]=1.[Cl:14][C:15]1[C:16]([O:38][CH3:39])=[CH:17][C:18]([O:36][CH3:37])=[C:19]([CH2:21][CH2:22][C:23]2([CH:31]3[CH2:35][CH2:34][CH2:33][CH2:32]3)[O:28][C:27](=[O:29])[CH2:26][C:25](=[O:30])[CH2:24]2)[CH:20]=1. No catalyst specified. The product is [Cl:14][C:15]1[C:16]([O:38][CH3:39])=[CH:17][C:18]([O:36][CH3:37])=[C:19]([CH2:21][CH2:22][C:23]2([CH:31]3[CH2:35][CH2:34][CH2:33][CH2:32]3)[O:28][C:27](=[O:29])[C:26]([CH2:2][C:3]3[O:7][N:6]=[C:5]([C:8]4[CH:13]=[CH:12][CH:11]=[CH:10][N:9]=4)[N:4]=3)=[C:25]([OH:30])[CH2:24]2)[CH:20]=1. The yield is 0.0900. (5) The reactants are [Br:1][C:2]1[CH:7]=[CH:6][C:5]([C:8]([C:10]2[CH:15]=[CH:14][C:13]([OH:16])=[C:12]([F:17])[CH:11]=2)=O)=[CH:4][CH:3]=1.[CH3:18][C:19]1([CH3:28])[CH2:24][C:23](=O)[CH2:22][C:21]([CH3:27])([CH3:26])[O:20]1.C([O-])([O-])=O.[K+].[K+]. The catalyst is C1COCC1.[Zn].Cl[Ti](Cl)(Cl)Cl. The product is [Br:1][C:2]1[CH:7]=[CH:6][C:5]([C:8](=[C:23]2[CH2:22][C:21]([CH3:27])([CH3:26])[O:20][C:19]([CH3:28])([CH3:18])[CH2:24]2)[C:10]2[CH:15]=[CH:14][C:13]([OH:16])=[C:12]([F:17])[CH:11]=2)=[CH:4][CH:3]=1. The yield is 0.940.